From a dataset of Reaction yield outcomes from USPTO patents with 853,638 reactions. Predict the reaction yield, written as a fraction of the theoretical maximum amount of product (1.0 means a 100% yield; for example, 0.34 means a 34% yield). (1) The reactants are [C:9](O[C:9]([O:11][C:12]([CH3:15])([CH3:14])[CH3:13])=[O:10])([O:11][C:12]([CH3:15])([CH3:14])[CH3:13])=[O:10].Cl.[Br:17][C:18]1[CH:19]=[C:20]([CH:23]=[CH:24][CH:25]=1)[CH2:21][NH2:22].C(N(CC)CC)C. The catalyst is ClCCl. The product is [Br:17][C:18]1[CH:19]=[C:20]([CH:23]=[CH:24][CH:25]=1)[CH2:21][NH:22][C:9](=[O:10])[O:11][C:12]([CH3:13])([CH3:14])[CH3:15]. The yield is 0.880. (2) The reactants are C([O:3][C:4](=[O:33])[CH:5]([O:30][CH2:31][CH3:32])[CH2:6][C:7]1[CH:12]=[CH:11][C:10]([O:13][CH2:14][CH2:15][C:16]2[N:17]=[C:18]([C:22]3[CH:27]=[CH:26][CH:25]=[CH:24][CH:23]=3)[O:19][C:20]=2[CH3:21])=[C:9]([O:28][CH3:29])[CH:8]=1)C.[OH-].[Li+:35]. The catalyst is O1CCOCC1.O. The product is [CH2:31]([O:30][CH:5]([CH2:6][C:7]1[CH:12]=[CH:11][C:10]([O:13][CH2:14][CH2:15][C:16]2[N:17]=[C:18]([C:22]3[CH:27]=[CH:26][CH:25]=[CH:24][CH:23]=3)[O:19][C:20]=2[CH3:21])=[C:9]([O:28][CH3:29])[CH:8]=1)[C:4]([O-:33])=[O:3])[CH3:32].[Li+:35]. The yield is 0.430. (3) The reactants are [CH3:1][C@H:2]1[C@@:11]2([CH3:27])[C@H:12]([O:22][C:23]([CH2:25][OH:26])=[O:24])[CH2:13][C@:14]([CH:20]=[CH2:21])([CH3:19])[C@@H:15]([OH:18])[C@H:16]([CH3:17])[C@:5]3([C@@H:10]2[C:8](=[O:9])[CH2:7][CH2:6]3)[CH2:4][CH2:3]1.CCN(CC)CC.C1(C)C=CC=CC=1.[CH3:42][S:43](Cl)(=[O:45])=[O:44]. The catalyst is O. The product is [CH3:1][C@H:2]1[C@@:11]2([CH3:27])[C@H:12]([O:22][C:23]([CH2:25][OH:26])=[O:24])[CH2:13][C@:14]([CH:20]=[CH2:21])([CH3:19])[C@@H:15]([OH:18])[C@H:16]([CH3:17])[C@:5]3([C@@H:10]2[C:8](=[O:9])[CH2:7][CH2:6]3)[CH2:4][CH2:3]1.[S:43]([O-:45])(=[O:9])(=[O:44])[CH3:42]. The yield is 0.800. (4) The reactants are C1N=CN(C(N2C=NC=C2)=O)C=1.[C:13]([OH:22])(=[O:21])[C:14]1[C:15](=[CH:17][CH:18]=[CH:19][CH:20]=1)[OH:16].[CH2:23](O)[CH2:24][CH3:25].O. The catalyst is CN(C=O)C. The product is [OH:16][C:15]1[CH:17]=[CH:18][CH:19]=[CH:20][C:14]=1[C:13]([O:22][CH2:23][CH2:24][CH3:25])=[O:21]. The yield is 0.790. (5) The catalyst is O. The reactants are F[C:2]1[CH:7]=[CH:6][CH:5]=[CH:4][C:3]=1[N+:8]([O-:10])=[O:9].[CH3:11][O:12][C:13]1[CH:19]=[CH:18][C:16]([NH2:17])=[C:15]([CH3:20])[CH:14]=1.C(=O)([O-])[O-].[K+].[K+]. The yield is 0.860. The product is [CH3:11][O:12][C:13]1[CH:19]=[CH:18][C:16]([NH:17][C:2]2[CH:7]=[CH:6][CH:5]=[CH:4][C:3]=2[N+:8]([O-:10])=[O:9])=[C:15]([CH3:20])[CH:14]=1.